Dataset: HIV replication inhibition screening data with 41,000+ compounds from the AIDS Antiviral Screen. Task: Binary Classification. Given a drug SMILES string, predict its activity (active/inactive) in a high-throughput screening assay against a specified biological target. (1) The compound is COC(=O)C12OCC34C(CC5C(C)=C(O)C(=O)CC5(C)C3C(O)C1O)OC(=O)C(OC(=O)C=C(C)C(C)C)C24. The result is 0 (inactive). (2) The compound is CCN(CC)P(=O)(c1ccc2c(c1)OCCOCCOCCOCCO2)N(CC)CC. The result is 0 (inactive). (3) The compound is N=C(N)NN=C(c1ccccc1)C(O)c1ccccc1. The result is 0 (inactive).